This data is from Forward reaction prediction with 1.9M reactions from USPTO patents (1976-2016). The task is: Predict the product of the given reaction. (1) Given the reactants [C:1]([NH:4][CH2:5][C:6]([OH:8])=[O:7])(=O)[CH3:2].[F:9][C:10]([F:21])([F:20])[O:11][C:12]1[CH:19]=[CH:18][C:15]([CH:16]=O)=[CH:14][CH:13]=1.C([O-])(=O)C.[Na+].C(OC(=O)C)(=O)C, predict the reaction product. The product is: [CH3:2][C:1]1[O:8][C:6](=[O:7])[C:5](=[CH:16][C:15]2[CH:18]=[CH:19][C:12]([O:11][C:10]([F:9])([F:20])[F:21])=[CH:13][CH:14]=2)[N:4]=1. (2) Given the reactants [C:1]([C:3]1([C:6]([OH:8])=O)[CH2:5][CH2:4]1)#[N:2].CCN(C(C)C)C(C)C.F[P-](F)(F)(F)(F)F.N1(O[P+](N(C)C)(N(C)C)N(C)C)C2C=CC=CC=2N=N1.Br.[Br:46][C:47]1[N:48]=[C:49]2[C:54]([NH:55][C@H:56]3[C@@H:60]([CH3:61])[CH2:59][NH:58][CH2:57]3)=[C:53]([C:62]([NH2:64])=[O:63])[CH:52]=[N:51][N:50]2[CH:65]=1, predict the reaction product. The product is: [Br:46][C:47]1[N:48]=[C:49]2[C:54]([NH:55][C@H:56]3[C@@H:60]([CH3:61])[CH2:59][N:58]([C:6]([C:3]4([C:1]#[N:2])[CH2:5][CH2:4]4)=[O:8])[CH2:57]3)=[C:53]([C:62]([NH2:64])=[O:63])[CH:52]=[N:51][N:50]2[CH:65]=1.